This data is from Catalyst prediction with 721,799 reactions and 888 catalyst types from USPTO. The task is: Predict which catalyst facilitates the given reaction. (1) Reactant: [C:1]([O:6][CH3:7])(=[O:5])[C@@H:2]([CH3:4])[OH:3].C(N(CC)CC)C.Cl.CN(C)C.[C:20]1([CH3:30])[CH:25]=[CH:24][C:23]([S:26](Cl)(=[O:28])=[O:27])=[CH:22][CH:21]=1. Product: [CH3:30][C:20]1[CH:25]=[CH:24][C:23]([S:26]([O:3][C@H:2]([CH3:4])[C:1]([O:6][CH3:7])=[O:5])(=[O:28])=[O:27])=[CH:22][CH:21]=1. The catalyst class is: 10. (2) Reactant: C(OC([N:8]1[CH2:13][CH2:12][CH:11]([O:14][C:15]2[N:16]=[N:17][C:18]([CH2:37][CH2:38][CH2:39][CH3:40])=[C:19]([C:21]3[CH:26]=[CH:25][C:24]([O:27][CH:28]4[CH2:33][CH2:32][CH2:31][CH2:30][CH2:29]4)=[C:23]([C:34](=[O:36])[CH3:35])[CH:22]=3)[CH:20]=2)[CH2:10][CH2:9]1)=O)(C)(C)C.C(Cl)[Cl:42]. Product: [ClH:42].[ClH:42].[CH2:37]([C:18]1[N:17]=[N:16][C:15]([O:14][CH:11]2[CH2:12][CH2:13][NH:8][CH2:9][CH2:10]2)=[CH:20][C:19]=1[C:21]1[CH:26]=[CH:25][C:24]([O:27][CH:28]2[CH2:33][CH2:32][CH2:31][CH2:30][CH2:29]2)=[C:23]([C:34](=[O:36])[CH3:35])[CH:22]=1)[CH2:38][CH2:39][CH3:40]. The catalyst class is: 89. (3) Reactant: [NH2:1][C:2]1[CH:7]=[C:6]([CH2:8][CH2:9][C:10]([O:12][CH3:13])=[O:11])[CH:5]=[CH:4][C:3]=1[C:14]1[CH:19]=[CH:18][CH:17]=[C:16]([N:20]([CH3:29])[C:21]([NH:23][CH2:24][CH2:25][CH2:26][CH2:27][CH3:28])=[O:22])[CH:15]=1.I[CH2:31][CH2:32][CH2:33][CH3:34].C(N(C(C)C)CC)(C)C.O. Product: [CH2:31]([NH:1][C:2]1[CH:7]=[C:6]([CH2:8][CH2:9][C:10]([O:12][CH3:13])=[O:11])[CH:5]=[CH:4][C:3]=1[C:14]1[CH:19]=[CH:18][CH:17]=[C:16]([N:20]([CH3:29])[C:21]([NH:23][CH2:24][CH2:25][CH2:26][CH2:27][CH3:28])=[O:22])[CH:15]=1)[CH2:32][CH2:33][CH3:34]. The catalyst class is: 9. (4) Reactant: [CH2:1]=O.[C:3]([C:7]1[CH:8]=[C:9]([NH:39][S:40]([CH3:43])(=[O:42])=[O:41])[C:10]([O:37][CH3:38])=[C:11]([NH:13][C:14](=[O:36])[C:15]2[CH:20]=[CH:19][C:18]([CH3:21])=[C:17]([O:22][C:23]3[CH:28]=[C:27]([CH2:29][CH:30]4[CH2:35][CH2:34][NH:33][CH2:32][CH2:31]4)[N:26]=[CH:25][N:24]=3)[CH:16]=2)[CH:12]=1)([CH3:6])([CH3:5])[CH3:4].[H][H]. Product: [C:3]([C:7]1[CH:8]=[C:9]([NH:39][S:40]([CH3:43])(=[O:41])=[O:42])[C:10]([O:37][CH3:38])=[C:11]([NH:13][C:14](=[O:36])[C:15]2[CH:20]=[CH:19][C:18]([CH3:21])=[C:17]([O:22][C:23]3[CH:28]=[C:27]([CH2:29][CH:30]4[CH2:31][CH2:32][N:33]([CH3:1])[CH2:34][CH2:35]4)[N:26]=[CH:25][N:24]=3)[CH:16]=2)[CH:12]=1)([CH3:6])([CH3:4])[CH3:5]. The catalyst class is: 43. (5) Reactant: Cl.[Cl:2][C:3]1[CH:4]=[C:5]2[C:9](=[CH:10][CH:11]=1)[NH:8][C:7]([C:12]([NH:14][C@@H:15]1[CH2:20][CH2:19][CH2:18][CH2:17][C@@H:16]1[NH:21][C:22]([C:24]1[S:25][C:26]3[CH2:27][NH:28][CH2:29][CH2:30][C:31]=3[N:32]=1)=[O:23])=[O:13])=[CH:6]2.C(N(CC)CC)C.[CH3:40][S:41](Cl)(=[O:43])=[O:42]. Product: [Cl:2][C:3]1[CH:4]=[C:5]2[C:9](=[CH:10][CH:11]=1)[NH:8][C:7]([C:12]([NH:14][C@@H:15]1[CH2:20][CH2:19][CH2:18][CH2:17][C@@H:16]1[NH:21][C:22]([C:24]1[S:25][C:26]3[CH2:27][N:28]([S:41]([CH3:40])(=[O:43])=[O:42])[CH2:29][CH2:30][C:31]=3[N:32]=1)=[O:23])=[O:13])=[CH:6]2. The catalyst class is: 17. (6) Reactant: [NH2:1][C:2]1[N:7]=[CH:6][C:5]([O:8][C:9]2[CH:10]=[C:11]([NH:15][C:16](=[O:27])[C:17]3[CH:22]=[CH:21][CH:20]=[C:19]([C:23]([F:26])([F:25])[F:24])[CH:18]=3)[CH:12]=[CH:13][CH:14]=2)=[CH:4][CH:3]=1.[CH3:28][C:29]1[CH:34]=[CH:33][C:32]([S:35](Cl)(=[O:37])=[O:36])=[CH:31][CH:30]=1.O. Product: [CH3:28][C:29]1[CH:34]=[CH:33][C:32]([S:35]([NH:1][C:2]2[N:7]=[CH:6][C:5]([O:8][C:9]3[CH:10]=[C:11]([NH:15][C:16](=[O:27])[C:17]4[CH:22]=[CH:21][CH:20]=[C:19]([C:23]([F:26])([F:24])[F:25])[CH:18]=4)[CH:12]=[CH:13][CH:14]=3)=[CH:4][CH:3]=2)(=[O:37])=[O:36])=[CH:31][CH:30]=1. The catalyst class is: 17.